Predict the product of the given reaction. From a dataset of Forward reaction prediction with 1.9M reactions from USPTO patents (1976-2016). Given the reactants [CH3:1][C:2]1[N:19](S(C2C=CC=CC=2)(=O)=O)[C:5]2=[N:6][CH:7]=[CH:8][C:9](B3OC(C)(C)C(C)(C)O3)=[C:4]2[CH:3]=1.Cl[C:30]1[CH:35]=[CH:34][C:33]([S:36]([N:39]2[CH2:43][CH2:42][CH2:41][CH2:40]2)(=[O:38])=[O:37])=[CH:32][N:31]=1.C(=O)([O-])[O-].[Na+].[Na+].[OH-].[Na+], predict the reaction product. The product is: [CH3:1][C:2]1[NH:19][C:5]2=[N:6][CH:7]=[CH:8][C:9]([C:30]3[CH:35]=[CH:34][C:33]([S:36]([N:39]4[CH2:43][CH2:42][CH2:41][CH2:40]4)(=[O:38])=[O:37])=[CH:32][N:31]=3)=[C:4]2[CH:3]=1.